From a dataset of Reaction yield outcomes from USPTO patents with 853,638 reactions. Predict the reaction yield, written as a fraction of the theoretical maximum amount of product (1.0 means a 100% yield; for example, 0.34 means a 34% yield). (1) The catalyst is C(O)C.[Fe]. The product is [Br:1][C:2]1[C:10]2[C:5](=[CH:6][C:7]([NH2:11])=[CH:8][CH:9]=2)[N:4]([CH2:14][CH2:15][N:16]2[CH2:17][CH2:18][CH2:19][CH2:20]2)[N:3]=1. The yield is 0.950. The reactants are [Br:1][C:2]1[C:10]2[C:5](=[CH:6][C:7]([N+:11]([O-])=O)=[CH:8][CH:9]=2)[N:4]([CH2:14][CH2:15][N:16]2[CH2:20][CH2:19][CH2:18][CH2:17]2)[N:3]=1.[Cl-].[NH4+]. (2) The reactants are [Cl:1][C:2]1[CH:7]=[CH:6][C:5]([O:8][C:9]2[CH:14]=[CH:13][C:12]([CH2:15][NH:16][C:17]([NH2:19])=[NH:18])=[CH:11][CH:10]=2)=[CH:4][C:3]=1[C:20]([F:23])([F:22])[F:21].[C:24]([O-:27])([O-])=[O:25].[Cs+].[Cs+].[OH:30]/[CH:31]=[C:32](/[CH2:37][C:38]1[CH:39]=[N:40][N:41]([CH3:43])[CH:42]=1)\[C:33](OC)=O. The catalyst is CN1C(=O)CCC1. The product is [F:21][C:20]([F:23])([F:22])[C:24]([OH:27])=[O:25].[Cl:1][C:2]1[CH:7]=[CH:6][C:5]([O:8][C:9]2[CH:14]=[CH:13][C:12]([CH2:15][NH:16][C:17]3[NH:19][CH:33]=[C:32]([CH2:37][C:38]4[CH:39]=[N:40][N:41]([CH3:43])[CH:42]=4)[C:31](=[O:30])[N:18]=3)=[CH:11][CH:10]=2)=[CH:4][C:3]=1[C:20]([F:21])([F:22])[F:23]. The yield is 0.273. (3) The yield is 0.280. The product is [CH3:1][O:2][C:3](=[O:4])[NH:5][CH2:10][CH:9]=[CH:8][C:7]1[S:11][C:12](=[NH:14])[NH:13][CH:6]=1. The reactants are [CH3:1][O:2][C:3]([N:5]1[CH2:10][CH:9]=[CH:8][C@H:7]2[S:11][C:12]([NH2:14])=[N:13][C@@H:6]12)=[O:4].C([O-])([O-])=O.[Na+].[Na+]. The catalyst is CS(C)=O.